Predict the reactants needed to synthesize the given product. From a dataset of Full USPTO retrosynthesis dataset with 1.9M reactions from patents (1976-2016). (1) The reactants are: [C:1]([O:5][C:6]([N:8]1[CH2:13][CH2:12][CH:11]([O:14][C:15]2[C:16]([C:30](O)=[O:31])=[N:17][N:18]([C:22]3[CH:27]=[CH:26][C:25]([Cl:28])=[C:24]([Cl:29])[CH:23]=3)[C:19](=[O:21])[CH:20]=2)[CH2:10][CH2:9]1)=[O:7])([CH3:4])([CH3:3])[CH3:2].CO. Given the product [Cl:29][C:24]1[CH:23]=[C:22]([N:18]2[C:19](=[O:21])[CH:20]=[C:15]([O:14][CH:11]3[CH2:10][CH2:9][N:8]([C:6]([O:5][C:1]([CH3:2])([CH3:3])[CH3:4])=[O:7])[CH2:13][CH2:12]3)[C:16]([CH2:30][OH:31])=[N:17]2)[CH:27]=[CH:26][C:25]=1[Cl:28], predict the reactants needed to synthesize it. (2) Given the product [Cl:1][C:2]1[CH:7]=[CH:6][C:5]([C:8](=[O:18])[NH:9][CH2:10][C:11]2[CH:16]=[CH:15][CH:14]=[C:13]([Cl:17])[CH:12]=2)=[CH:4][C:3]=1[NH:19][C:20]([C:22]1[C:35](=[O:36])[NH:34][C:25]2[N:26]=[C:27]([NH:44][CH2:43][CH2:42][N:37]3[CH2:41][CH2:40][CH2:39][CH2:38]3)[N:28]=[CH:29][C:24]=2[CH:23]=1)=[O:21], predict the reactants needed to synthesize it. The reactants are: [Cl:1][C:2]1[CH:7]=[CH:6][C:5]([C:8](=[O:18])[NH:9][CH2:10][C:11]2[CH:16]=[CH:15][CH:14]=[C:13]([Cl:17])[CH:12]=2)=[CH:4][C:3]=1[NH:19][C:20]([C:22]1[C:35](=[O:36])[NH:34][C:25]2[N:26]=[C:27](S(C)(=O)=O)[N:28]=[CH:29][C:24]=2[CH:23]=1)=[O:21].[N:37]1([CH2:42][CH2:43][NH2:44])[CH2:41][CH2:40][CH2:39][CH2:38]1.CN(C=O)C. (3) Given the product [F:21][C:18]1[CH:19]=[CH:20][C:15]([O:14][CH:11]2[CH2:10][CH2:9][NH:8][CH2:13][CH2:12]2)=[CH:16][CH:17]=1, predict the reactants needed to synthesize it. The reactants are: C(OC([N:8]1[CH2:13][CH2:12][CH:11]([O:14][C:15]2[CH:20]=[CH:19][C:18]([F:21])=[CH:17][CH:16]=2)[CH2:10][CH2:9]1)=O)(C)(C)C.FC(F)(F)C(O)=O. (4) Given the product [CH3:1][O:2][C:3](=[O:28])[C:4]1[CH:9]=[CH:8][CH:7]=[C:6]([CH2:10][N:11]2[C:22]3[C:27](=[CH:26][CH:25]=[CH:24][CH:23]=3)/[C:13](=[C:14](\[C:52]3[CH:53]=[CH:54][C:49]([Cl:48])=[CH:50][CH:51]=3)/[C:15]3[CH:16]=[CH:17][CH:18]=[CH:19][CH:20]=3)/[C:12]2=[O:21])[CH:5]=1, predict the reactants needed to synthesize it. The reactants are: [CH3:1][O:2][C:3](=[O:28])[C:4]1[CH:9]=[CH:8][CH:7]=[C:6]([CH2:10][N:11]([C:22]2[CH:27]=[CH:26][CH:25]=[CH:24][CH:23]=2)[C:12](=[O:21])[C:13]#[C:14][C:15]2[CH:20]=[CH:19][CH:18]=[CH:17][CH:16]=2)[CH:5]=1.C1(P(C2C=CC=CC=2)C2C=CC=CC=2)C=CC=CC=1.[Cl:48][C:49]1[CH:54]=[CH:53][C:52](I)=[CH:51][CH:50]=1.[F-].[Cs+]. (5) Given the product [CH3:1][O:2][C:3]1[CH:12]=[C:11]([N:24]2[CH2:25][CH2:26][N:21]([CH3:20])[CH2:22][CH2:23]2)[CH:10]=[CH:9][C:4]=1[C:5]([O:7][CH3:8])=[O:6], predict the reactants needed to synthesize it. The reactants are: [CH3:1][O:2][C:3]1[CH:12]=[C:11](F)[CH:10]=[CH:9][C:4]=1[C:5]([O:7][CH3:8])=[O:6].C([O-])([O-])=O.[K+].[K+].[CH3:20][N:21]1[CH2:26][CH2:25][NH:24][CH2:23][CH2:22]1. (6) Given the product [OH:2][C:3]12[CH2:12][CH:7]3[CH2:8][CH:9]([CH2:11][C:5]([CH2:13][O:14][C:15]([C:16]([F:22])([F:21])[S:17]([O-:20])(=[O:18])=[O:19])=[O:23])([CH2:6]3)[CH2:4]1)[CH2:10]2.[C:38]1([S+:31]([C:25]2[CH:26]=[CH:27][CH:28]=[CH:29][CH:30]=2)[C:32]2[CH:37]=[CH:36][CH:35]=[CH:34][CH:33]=2)[CH:39]=[CH:40][CH:41]=[CH:42][CH:43]=1, predict the reactants needed to synthesize it. The reactants are: [Na].[OH:2][C:3]12[CH2:12][CH:7]3[CH2:8][CH:9]([CH2:11][C:5]([CH2:13][O:14][C:15](=[O:23])[C:16]([F:22])([F:21])[S:17]([OH:20])(=[O:19])=[O:18])([CH2:6]3)[CH2:4]1)[CH2:10]2.[Cl-].[C:25]1([S+:31]([C:38]2[CH:43]=[CH:42][CH:41]=[CH:40][CH:39]=2)[C:32]2[CH:37]=[CH:36][CH:35]=[CH:34][CH:33]=2)[CH:30]=[CH:29][CH:28]=[CH:27][CH:26]=1. (7) Given the product [CH3:1][O:2][C:3]1[CH:4]=[C:5]([N:18]2[CH2:22][CH2:21][CH:20]([O:23][C:24]3[CH:29]=[CH:28][C:27]([O:30][C:31]([F:34])([F:33])[F:32])=[CH:26][CH:25]=3)[C:19]2=[O:35])[CH:6]=[CH:7][C:8]=1[O:9][CH2:10][CH2:45][S:46][CH3:47], predict the reactants needed to synthesize it. The reactants are: [CH3:1][O:2][C:3]1[CH:4]=[C:5]([N:18]2[CH2:22][CH2:21][CH:20]([O:23][C:24]3[CH:29]=[CH:28][C:27]([O:30][C:31]([F:34])([F:33])[F:32])=[CH:26][CH:25]=3)[C:19]2=[O:35])[CH:6]=[CH:7][C:8]=1[O:9][CH2:10]OCC[Si](C)(C)C.Cl.O1CCOCC1.ClC[CH2:45][S:46][CH3:47].C([O-])([O-])=O.[K+].[K+]. (8) Given the product [C:1]([C:5]1[N:10]=[C:9]2[N:11]([CH2:14][C:15]3[CH:20]=[CH:19][CH:18]=[CH:17][C:16]=3[C:21]([F:24])([F:23])[F:22])[N:12]=[CH:13][C:8]2=[C:7]([N:30]2[CH2:31][CH2:32][CH2:33][C@@H:29]2[CH2:28][O:27][CH3:26])[N:6]=1)([CH3:4])([CH3:3])[CH3:2], predict the reactants needed to synthesize it. The reactants are: [C:1]([C:5]1[N:10]=[C:9]2[N:11]([CH2:14][C:15]3[CH:20]=[CH:19][CH:18]=[CH:17][C:16]=3[C:21]([F:24])([F:23])[F:22])[N:12]=[CH:13][C:8]2=[C:7](Cl)[N:6]=1)([CH3:4])([CH3:3])[CH3:2].[CH3:26][O:27][CH2:28][C@H:29]1[CH2:33][CH2:32][CH2:31][NH:30]1. (9) Given the product [OH:9][CH2:8][C:6]1[CH:5]=[CH:4][N:3]=[C:2]([NH:11][CH3:10])[CH:7]=1, predict the reactants needed to synthesize it. The reactants are: Cl[C:2]1[CH:7]=[C:6]([CH2:8][OH:9])[CH:5]=[CH:4][N:3]=1.[CH3:10][NH2:11]. (10) Given the product [NH2:8][C:9]1[C:10]([C:16]([NH:1][C:2]2[CH:3]=[N:4][CH:5]=[CH:6][CH:7]=2)=[O:17])=[N:11][C:12]([Br:15])=[CH:13][N:14]=1, predict the reactants needed to synthesize it. The reactants are: [NH2:1][C:2]1[CH:3]=[N:4][CH:5]=[CH:6][CH:7]=1.[NH2:8][C:9]1[C:10]([C:16](OC)=[O:17])=[N:11][C:12]([Br:15])=[CH:13][N:14]=1.N12CCCN=C1CCCCC2.